This data is from Reaction yield outcomes from USPTO patents with 853,638 reactions. The task is: Predict the reaction yield, written as a fraction of the theoretical maximum amount of product (1.0 means a 100% yield; for example, 0.34 means a 34% yield). (1) The reactants are Cl.[NH2:2][C:3]1[CH:32]=[CH:31][C:6]2[NH:7][C:8]([C:13]3[C:14](=[O:30])[C@:15]([CH3:29])([CH2:24][CH2:25][CH:26]([CH3:28])[CH3:27])[C:16]4[C:21]([C:22]=3[OH:23])=[CH:20][CH:19]=[CH:18][CH:17]=4)=[N:9][S:10](=[O:12])(=[O:11])[C:5]=2[CH:4]=1.[S:33](Cl)([CH3:36])(=[O:35])=[O:34].N1C=CC=CC=1. The catalyst is CC(C)=O. The product is [OH:23][C:22]1[C:21]2[C:16](=[CH:17][CH:18]=[CH:19][CH:20]=2)[C@@:15]([CH3:29])([CH2:24][CH2:25][CH:26]([CH3:28])[CH3:27])[C:14](=[O:30])[C:13]=1[C:8]1[NH:7][C:6]2[CH:31]=[CH:32][C:3]([NH:2][S:33]([CH3:36])(=[O:35])=[O:34])=[CH:4][C:5]=2[S:10](=[O:12])(=[O:11])[N:9]=1. The yield is 0.900. (2) The reactants are [F:1][C:2]1[CH:23]=[CH:22][CH:21]=[C:20]([F:24])[C:3]=1[CH2:4][O:5][C:6]1[C:7]2[N:8]([C:13]([C:17]([OH:19])=O)=[C:14]([CH3:16])[N:15]=2)[CH:9]=[C:10]([CH3:12])[N:11]=1.CN(C(ON1N=NC2C=CC=NC1=2)=[N+](C)C)C.F[P-](F)(F)(F)(F)F.C(N(CC)C(C)C)(C)C.[NH2:58][C@H:59]1[CH2:63][CH2:62][NH:61][C:60]1=[O:64]. The catalyst is CN(C=O)C. The product is [F:24][C:20]1[CH:21]=[CH:22][CH:23]=[C:2]([F:1])[C:3]=1[CH2:4][O:5][C:6]1[C:7]2[N:8]([C:13]([C:17]([NH:58][C@H:59]3[CH2:63][CH2:62][NH:61][C:60]3=[O:64])=[O:19])=[C:14]([CH3:16])[N:15]=2)[CH:9]=[C:10]([CH3:12])[N:11]=1. The yield is 0.800. (3) The reactants are [Br:1][C:2]1[CH:10]=[CH:9][C:5]([C:6]([OH:8])=[O:7])=[C:4]([Cl:11])[CH:3]=1.O[N:13]1[C:17](=[O:18])[CH2:16][CH2:15][C:14]1=[O:19].CCN=C=NCCCN(C)C. The catalyst is O1CCCC1.CN(C)C=O. The product is [Br:1][C:2]1[CH:10]=[CH:9][C:5]([C:6]([O:8][N:13]2[C:17](=[O:18])[CH2:16][CH2:15][C:14]2=[O:19])=[O:7])=[C:4]([Cl:11])[CH:3]=1. The yield is 0.920. (4) The product is [Cl:9][C:10]1[CH:20]=[CH:19][C:13]([CH2:14][NH:15][C:16](=[O:18])[CH3:17])=[CH:12][C:11]=1[CH:21]=[O:22]. The catalyst is CC#N.[Ru]([O-])(=O)(=O)=O.C([N+](CCC)(CCC)CCC)CC. The reactants are C[N+]1([O-])CCOCC1.[Cl:9][C:10]1[CH:20]=[CH:19][C:13]([CH2:14][NH:15][C:16](=[O:18])[CH3:17])=[CH:12][C:11]=1[CH2:21][OH:22]. The yield is 0.660. (5) The reactants are [Cl:1][C:2]1[N:3]=[CH:4][C:5]([C:8]([OH:10])=O)=[N:6][CH:7]=1.CN(C)C=O.C(Cl)(C([Cl:20])=O)=O. The catalyst is ClCCl. The product is [Cl:1][C:2]1[N:3]=[CH:4][C:5]([C:8]([Cl:20])=[O:10])=[N:6][CH:7]=1. The yield is 1.00. (6) The reactants are Cl[C:2]1[CH:3]=[CH:4][C:5]([N+:9]([O-:11])=[O:10])=[C:6]([CH:8]=1)[NH2:7].[CH2:12]([N:16]1[CH2:21][CH2:20][NH:19][CH2:18][CH2:17]1)[CH2:13][CH2:14][CH3:15].C(=O)([O-])[O-].[K+].[K+].O. The catalyst is CN(C)C(=O)C. The product is [CH2:12]([N:16]1[CH2:21][CH2:20][N:19]([C:2]2[CH:3]=[CH:4][C:5]([N+:9]([O-:11])=[O:10])=[C:6]([NH2:7])[CH:8]=2)[CH2:18][CH2:17]1)[CH2:13][CH2:14][CH3:15]. The yield is 0.670. (7) The reactants are [Br:1][C:2]1[CH:10]=[C:9]([C:11]([F:14])([F:13])[F:12])[CH:8]=[C:7]2[C:3]=1[CH:4]=[CH:5][NH:6]2.[H-].[Na+].Br[CH:18]([CH3:20])[CH3:19]. The catalyst is CN(C=O)C. The product is [Br:1][C:2]1[CH:10]=[C:9]([C:11]([F:12])([F:13])[F:14])[CH:8]=[C:7]2[C:3]=1[CH:4]=[CH:5][N:6]2[CH:18]([CH3:20])[CH3:19]. The yield is 0.400.